Dataset: Tox21: 12 toxicity assays (nuclear receptors and stress response pathways). Task: Binary classification across 12 toxicity assays. (1) The molecule is CCOC(=O)C(C)Oc1ccc(Oc2cnc3cc(Cl)ccc3n2)cc1. It tested positive (active) for: NR-AhR (Aryl hydrocarbon Receptor agonist activity), and SR-MMP (Mitochondrial Membrane Potential disruption). (2) The compound is CCN(CC)C(=S)[S-]. It tested positive (active) for: SR-ARE (Antioxidant Response Element (oxidative stress)), and SR-HSE (Heat Shock Element response).